Predict the reactants needed to synthesize the given product. From a dataset of Full USPTO retrosynthesis dataset with 1.9M reactions from patents (1976-2016). (1) Given the product [C:7]1([C:26]2[CH:31]=[CH:30][CH:29]=[CH:28][CH:27]=2)[CH:6]=[CH:5][C:4]([C:9]2[N:13]3[C:14]4[N:22]=[C:21]([O:23][CH3:24])[CH:20]=[CH:19][C:15]=4[N:16]=[C:17]([CH3:18])[C:12]3=[C:11]([CH3:25])[N:10]=2)=[CH:3][CH:2]=1, predict the reactants needed to synthesize it. The reactants are: Cl[C:2]1[CH:3]=[C:4]([C:9]2[N:13]3[C:14]4[N:22]=[C:21]([O:23][CH3:24])[CH:20]=[CH:19][C:15]=4[N:16]=[C:17]([CH3:18])[C:12]3=[C:11]([CH3:25])[N:10]=2)[CH:5]=[C:6](Cl)[CH:7]=1.[C:26]1([C:26]2[CH:31]=[CH:30][CH:29]=[CH:28][CH:27]=2)[CH:31]=[CH:30][C:29](B(O)O)=[CH:28][CH:27]=1.C([O-])([O-])=O.[K+].[K+]. (2) Given the product [OH:1][CH2:2][C:3]([NH:7][S:8]([C:11]1[CH:12]=[N:13][C:14]([O:20][CH3:19])=[C:15]([Br:17])[CH:16]=1)(=[O:10])=[O:9])([CH2:5][OH:6])[CH3:4], predict the reactants needed to synthesize it. The reactants are: [OH:1][CH2:2][C:3]([NH:7][S:8]([C:11]1[CH:12]=[N:13][C:14](Cl)=[C:15]([Br:17])[CH:16]=1)(=[O:10])=[O:9])([CH2:5][OH:6])[CH3:4].[CH3:19][O-:20].[Na+].Cl. (3) Given the product [Cl:47][C:46]1[CH:45]=[CH:44][C:26]([O:27][C:28]2[CH:29]=[CH:30][C:31]3[N:32]([CH:34]=[C:35]([NH:37][C:38]([CH:40]4[CH2:42][CH:41]4[CH3:43])=[O:39])[N:36]=3)[N:33]=2)=[CH:25][C:24]=1[NH:23][C:8]([C:6]1[C:5]([CH3:11])=[N:4][N:3]([CH2:1][CH3:2])[CH:7]=1)=[O:10], predict the reactants needed to synthesize it. The reactants are: [CH2:1]([N:3]1[CH:7]=[C:6]([C:8]([OH:10])=O)[C:5]([CH3:11])=[N:4]1)[CH3:2].CN(C)C=O.C(Cl)(=O)C(Cl)=O.[NH2:23][C:24]1[CH:25]=[C:26]([CH:44]=[CH:45][C:46]=1[Cl:47])[O:27][C:28]1[CH:29]=[CH:30][C:31]2[N:32]([CH:34]=[C:35]([NH:37][C:38]([CH:40]3[CH2:42][CH:41]3[CH3:43])=[O:39])[N:36]=2)[N:33]=1. (4) Given the product [Br:1][C:2]1[CH:3]=[C:4]2[C:9](=[N:10][CH:11]=1)[N:8]([C:14]([NH2:22])=[O:21])[CH2:7][CH2:6][C:5]2([F:12])[F:13], predict the reactants needed to synthesize it. The reactants are: [Br:1][C:2]1[CH:3]=[C:4]2[C:9](=[N:10][CH:11]=1)[NH:8][CH2:7][CH2:6][C:5]2([F:13])[F:12].[C:14]([N:22]=C=O)(=[O:21])C1C=CC=CC=1.CCO.C([O-])([O-])=O.[K+].[K+]. (5) Given the product [CH:1]1([N:6]2[C:11]3=[N:12][C:13]([NH:32][CH:33]4[CH2:38][CH2:37][CH:36]([OH:39])[CH2:35][CH2:34]4)=[N:14][CH:15]=[C:10]3[CH2:9][N:8]([C:19]3[C:24]([F:25])=[C:23]([O:26][CH3:27])[CH:22]=[C:21]([O:28][CH3:29])[C:20]=3[F:30])[C:7]2=[O:31])[CH2:5][CH2:4][CH2:3][CH2:2]1, predict the reactants needed to synthesize it. The reactants are: [CH:1]1([N:6]2[C:11]3=[N:12][C:13](S(C)=O)=[N:14][CH:15]=[C:10]3[CH2:9][N:8]([C:19]3[C:24]([F:25])=[C:23]([O:26][CH3:27])[CH:22]=[C:21]([O:28][CH3:29])[C:20]=3[F:30])[C:7]2=[O:31])[CH2:5][CH2:4][CH2:3][CH2:2]1.[NH2:32][C@H:33]1[CH2:38][CH2:37][C@H:36]([OH:39])[CH2:35][CH2:34]1. (6) Given the product [C:14]1([C:22]2[CH:23]=[CH:24][CH:25]=[CH:26][CH:27]=2)[CH:19]=[CH:18][CH:17]=[C:16]([CH2:20][N:11]2[CH2:12][CH2:13][N:8]([C:3]3[CH:4]=[CH:5][CH:6]=[CH:7][C:2]=3[F:1])[CH2:9][CH2:10]2)[CH:15]=1, predict the reactants needed to synthesize it. The reactants are: [F:1][C:2]1[CH:7]=[CH:6][CH:5]=[CH:4][C:3]=1[N:8]1[CH2:13][CH2:12][NH:11][CH2:10][CH2:9]1.[C:14]1([C:22]2[CH:27]=[CH:26][CH:25]=[CH:24][CH:23]=2)[CH:19]=[CH:18][CH:17]=[C:16]([CH:20]=O)[CH:15]=1.[BH-](OC(C)=O)(OC(C)=O)OC(C)=O.[Na+].C1(C2C=CC=CC=2)C=CC=CC=1CN1CCN(C2C=CC=CC=2)CC1. (7) Given the product [NH2:1][C:2]1[CH:10]=[CH:9][C:5]([C:6]([N:12]2[CH2:17][CH2:16][CH2:15][C@@H:14]3[C:18]4[CH:19]=[CH:20][CH:21]=[CH:22][C:23]=4[CH2:24][C@H:13]23)=[O:8])=[CH:4][C:3]=1[F:11], predict the reactants needed to synthesize it. The reactants are: [NH2:1][C:2]1[CH:10]=[CH:9][C:5]([C:6]([OH:8])=O)=[CH:4][C:3]=1[F:11].[NH:12]1[CH2:17][CH2:16][CH2:15][C@@H:14]2[C:18]3[CH:19]=[CH:20][CH:21]=[CH:22][C:23]=3[CH2:24][C@H:13]12.F[P-](F)(F)(F)(F)F.N1(OC(N(C)C)=[N+](C)C)C2N=CC=CC=2N=N1. (8) Given the product [N+:1]([C:4]1[CH:5]=[C:6]([C@H:10]2[C@@H:14]([C:15]([O:17][CH3:18])=[O:16])[CH2:13][CH2:12][N:11]2[C:26]([O:28][C:29]([CH3:32])([CH3:31])[CH3:30])=[O:27])[CH:7]=[CH:8][CH:9]=1)([O-:3])=[O:2], predict the reactants needed to synthesize it. The reactants are: [N+:1]([C:4]1[CH:5]=[C:6]([C@H:10]2[C@@H:14]([C:15]([O:17][CH3:18])=[O:16])[CH2:13][CH2:12][NH:11]2)[CH:7]=[CH:8][CH:9]=1)([O-:3])=[O:2].C(N(CC)CC)C.[C:26](O[C:26]([O:28][C:29]([CH3:32])([CH3:31])[CH3:30])=[O:27])([O:28][C:29]([CH3:32])([CH3:31])[CH3:30])=[O:27]. (9) Given the product [CH3:39][C:34]1([CH3:40])[C:35]([CH3:38])([CH3:37])[O:36][B:32]([C:2]2[CH:3]=[CH:4][C:5]3[N:6]([CH2:15][CH2:16][CH2:17][CH2:18][CH2:19][CH2:20][CH2:21][CH3:22])[C:7]4[C:12]([C:13]=3[CH:14]=2)=[CH:11][CH:10]=[CH:9][CH:8]=4)[O:33]1, predict the reactants needed to synthesize it. The reactants are: Br[C:2]1[CH:3]=[CH:4][C:5]2[N:6]([CH2:15][CH2:16][CH2:17][CH2:18][CH2:19][CH2:20][CH2:21][CH3:22])[C:7]3[C:12]([C:13]=2[CH:14]=1)=[CH:11][CH:10]=[CH:9][CH:8]=3.C([Li])CCC.C(O[B:32]1[O:36][C:35]([CH3:38])([CH3:37])[C:34]([CH3:40])([CH3:39])[O:33]1)(C)C. (10) Given the product [CH:47]([N:37]1[CH2:36][CH2:35][CH:34]([CH:9]([C:6]2[CH:7]=[CH:8][C:3]([F:2])=[CH:4][CH:5]=2)[C:10]([N:12]2[CH2:17][CH2:16][N:15]([CH2:18][CH2:19][CH2:20][CH2:21][C:22]3[C:31]4[C:26](=[CH:27][CH:28]=[CH:29][CH:30]=4)[CH:25]=[CH:24][C:23]=3[O:32][CH3:33])[CH2:14][CH2:13]2)=[O:11])[CH2:39][CH2:38]1)([CH3:49])[CH3:48], predict the reactants needed to synthesize it. The reactants are: Cl.[F:2][C:3]1[CH:8]=[CH:7][C:6]([CH:9]([CH:34]2[CH2:39][CH2:38][NH:37][CH2:36][CH2:35]2)[C:10]([N:12]2[CH2:17][CH2:16][N:15]([CH2:18][CH2:19][CH2:20][CH2:21][C:22]3[C:31]4[C:26](=[CH:27][CH:28]=[CH:29][CH:30]=4)[CH:25]=[CH:24][C:23]=3[O:32][CH3:33])[CH2:14][CH2:13]2)=[O:11])=[CH:5][CH:4]=1.C(=O)([O-])[O-].[K+].[K+].I[CH:47]([CH3:49])[CH3:48].